This data is from Retrosynthesis with 50K atom-mapped reactions and 10 reaction types from USPTO. The task is: Predict the reactants needed to synthesize the given product. (1) Given the product CC(C)(C)OC(=O)N1CCN2CC[C@@H](O)[C@@H]2C1, predict the reactants needed to synthesize it. The reactants are: CC(C)(C)OC(=O)N1CCN2CC[C@@H](OC(=O)c3ccccc3)[C@@H]2C1. (2) Given the product CC1(C)COC(CSCC(=O)N2C(=O)OC[C@@H]2c2ccccc2)(c2ccccc2)OC1, predict the reactants needed to synthesize it. The reactants are: CC1(C)COC(CSCC(=O)O)(c2ccccc2)OC1.O=C1N[C@@H](c2ccccc2)CO1. (3) Given the product CCOC(=O)c1ccccc1-c1ccc(Cl)c(C(=O)NCC2(O)CCCCCC2)c1, predict the reactants needed to synthesize it. The reactants are: CCOC(=O)c1ccccc1B1OC(C)(C)C(C)(C)O1.O=C(NCC1(O)CCCCCC1)c1cc(I)ccc1Cl.